Dataset: Full USPTO retrosynthesis dataset with 1.9M reactions from patents (1976-2016). Task: Predict the reactants needed to synthesize the given product. Given the product [CH:28]1([CH2:34][C@H:35]([N:39]2[CH2:47][C:46]3[C:41](=[CH:42][C:43]([Cl:49])=[C:44]([Cl:48])[CH:45]=3)[C:40]2=[O:50])[C:36]([NH:51][C:52]2[S:53][CH:54]=[CH:55][N:56]=2)=[O:37])[CH2:29][CH2:30][CH2:31][CH2:32][CH2:33]1, predict the reactants needed to synthesize it. The reactants are: F[P-](F)(F)(F)(F)F.N1(O[P+](N(C)C)(N(C)C)N(C)C)C2C=CC=CC=2N=N1.[CH:28]1([CH2:34][C@H:35]([N:39]2[CH2:47][C:46]3[C:41](=[CH:42][C:43]([Cl:49])=[C:44]([Cl:48])[CH:45]=3)[C:40]2=[O:50])[C:36](O)=[O:37])[CH2:33][CH2:32][CH2:31][CH2:30][CH2:29]1.[NH2:51][C:52]1[S:53][CH:54]=[CH:55][N:56]=1.C1(C[C@H](N2CC3C(=CC=CC=3)C2=O)C(NC2SC=CN=2)=O)CCCCC1.